This data is from Full USPTO retrosynthesis dataset with 1.9M reactions from patents (1976-2016). The task is: Predict the reactants needed to synthesize the given product. (1) Given the product [CH:16]1([CH:2]([NH:22][C:23]2[CH:32]=[CH:31][C:26]([C:27]([OH:29])=[O:28])=[CH:25][CH:24]=2)[C:3]2[CH:4]=[C:5]([CH:10]3[CH2:15][CH2:14][S:13][CH2:12][CH2:11]3)[S:6][C:7]=2[CH2:8][CH3:9])[CH2:21][CH2:20][CH2:19][CH2:18][CH2:17]1, predict the reactants needed to synthesize it. The reactants are: Cl[CH:2]([CH:16]1[CH2:21][CH2:20][CH2:19][CH2:18][CH2:17]1)[C:3]1[CH:4]=[C:5]([CH:10]2[CH2:15][CH2:14][S:13][CH2:12][CH2:11]2)[S:6][C:7]=1[CH2:8][CH3:9].[NH2:22][C:23]1[CH:32]=[CH:31][C:26]([C:27]([O:29]C)=[O:28])=[CH:25][CH:24]=1.[I-].[Na+].C(=O)([O-])[O-].[Na+].[Na+].Cl.[OH-].[Na+]. (2) Given the product [CH3:1][O:2][C:3]1[C:4]([NH:13][C:14]2[C:15]3[CH:22]=[C:21]([C:23]([OH:25])=[O:24])[NH:20][C:16]=3[N:17]=[CH:18][N:19]=2)=[CH:5][C:6]2[S:10][C:9](=[O:11])[NH:8][C:7]=2[CH:12]=1, predict the reactants needed to synthesize it. The reactants are: [CH3:1][O:2][C:3]1[C:4]([NH:13][C:14]2[C:15]3[CH:22]=[C:21]([C:23]([O:25]CC)=[O:24])[NH:20][C:16]=3[N:17]=[CH:18][N:19]=2)=[CH:5][C:6]2[S:10][C:9](=[O:11])[NH:8][C:7]=2[CH:12]=1.[OH-].[Li+].Cl. (3) Given the product [Cl:25][C:22]1[CH:23]=[CH:24][C:19]([C:4]2[N:3]=[C:2]([NH:29][CH:26]([CH3:28])[CH3:27])[N:7]3[C:8](=[O:11])[NH:9][N:10]=[C:6]3[C:5]=2[C:12]2[CH:17]=[CH:16][C:15]([Cl:18])=[CH:14][CH:13]=2)=[CH:20][CH:21]=1, predict the reactants needed to synthesize it. The reactants are: Cl[C:2]1[N:7]2[C:8](=[O:11])[NH:9][N:10]=[C:6]2[C:5]([C:12]2[CH:17]=[CH:16][C:15]([Cl:18])=[CH:14][CH:13]=2)=[C:4]([C:19]2[CH:24]=[CH:23][C:22]([Cl:25])=[CH:21][CH:20]=2)[N:3]=1.[CH:26]([NH2:29])([CH3:28])[CH3:27]. (4) Given the product [CH2:1]([O:8][C:9]1[CH:10]=[C:11]2[C:16](=[CH:17][CH:18]=1)[N:15]=[C:14]([C:30]([N+:27]([O-:29])=[O:28])([CH3:36])[C:31]([O:33][CH2:34][CH3:35])=[O:32])[CH:13]=[CH:12]2)[CH2:2][CH2:3][CH2:4][CH2:5][CH2:6][CH3:7], predict the reactants needed to synthesize it. The reactants are: [CH2:1]([O:8][C:9]1[CH:10]=[C:11]2[C:16](=[CH:17][CH:18]=1)[N+:15]([O-])=[CH:14][CH:13]=[CH:12]2)[CH2:2][CH2:3][CH2:4][CH2:5][CH2:6][CH3:7].C(OC(=O)C)(=O)C.[N+:27]([CH:30]([CH3:36])[C:31]([O:33][CH2:34][CH3:35])=[O:32])([O-:29])=[O:28]. (5) Given the product [ClH:44].[C:11]1([C@H:9]([NH:8][CH2:21][C@@H:22]2[C@@H:26]([C:27]3[CH:32]=[CH:31][CH:30]=[CH:29][CH:28]=3)[CH2:25][N:24]([C:33](=[O:41])[CH2:34][CH2:35][CH2:36][CH2:37][C:38]([OH:40])=[O:39])[CH2:23]2)[CH3:10])[C:20]2[C:15](=[CH:16][CH:17]=[CH:18][CH:19]=2)[CH:14]=[CH:13][CH:12]=1, predict the reactants needed to synthesize it. The reactants are: C(OC([N:8]([CH2:21][C@@H:22]1[C@@H:26]([C:27]2[CH:32]=[CH:31][CH:30]=[CH:29][CH:28]=2)[CH2:25][N:24]([C:33](=[O:41])[CH2:34][CH2:35][CH2:36][CH2:37][C:38]([OH:40])=[O:39])[CH2:23]1)[C@@H:9]([C:11]1[C:20]2[C:15](=[CH:16][CH:17]=[CH:18][CH:19]=2)[CH:14]=[CH:13][CH:12]=1)[CH3:10])=O)(C)(C)C.CO.[ClH:44].O1CCOCC1.